This data is from Forward reaction prediction with 1.9M reactions from USPTO patents (1976-2016). The task is: Predict the product of the given reaction. (1) Given the reactants [CH:1]1[C:13]2[CH:12]([CH2:14][O:15][C:16]([N:18]3[CH2:22][CH2:21][CH2:20][C@@:19]3([CH3:26])[C:23](O)=[O:24])=[O:17])[C:11]3[C:6](=[CH:7][CH:8]=[CH:9][CH:10]=3)[C:5]=2[CH:4]=[CH:3][CH:2]=1.Cl.[NH2:28][CH2:29][C:30]([C:32]1[CH:37]=[CH:36][C:35]([Br:38])=[CH:34][CH:33]=1)=[O:31].C1C=NC2N(O)N=NC=2C=1.CCN(C(C)C)C(C)C.CCN=C=NCCCN(C)C, predict the reaction product. The product is: [Br:38][C:35]1[CH:36]=[CH:37][C:32]([C:30](=[O:31])[CH2:29][NH:28][C:23]([C@:19]2([CH3:26])[CH2:20][CH2:21][CH2:22][N:18]2[C:16]([O:15][CH2:14][CH:12]2[C:11]3[CH:10]=[CH:9][CH:8]=[CH:7][C:6]=3[C:5]3[C:13]2=[CH:1][CH:2]=[CH:3][CH:4]=3)=[O:17])=[O:24])=[CH:33][CH:34]=1. (2) Given the reactants [F:1][C:2]1[CH:7]=[C:6]([NH:8][S:9]([CH3:12])(=[O:11])=[O:10])[CH:5]=[C:4]([F:13])[C:3]=1[CH:14]1[O:18][N:17]=[C:16]([C:19]2[N:20]=[C:21]([CH:24]3[CH2:29][CH2:28][N:27](C(OC(C)(C)C)=O)[CH2:26][CH2:25]3)[S:22][CH:23]=2)[CH2:15]1.[ClH:37], predict the reaction product. The product is: [Cl-:37].[F:1][C:2]1[CH:7]=[C:6]([NH:8][S:9]([CH3:12])(=[O:11])=[O:10])[CH:5]=[C:4]([F:13])[C:3]=1[CH:14]1[O:18][N:17]=[C:16]([C:19]2[N:20]=[C:21]([CH:24]3[CH2:25][CH2:26][NH2+:27][CH2:28][CH2:29]3)[S:22][CH:23]=2)[CH2:15]1. (3) Given the reactants Br[C:2]1[CH:7]=[CH:6][C:5]([CH2:8][C@@H:9]([NH:18][C:19]([C:21]2[N:22]=[N:23][NH:24][CH:25]=2)=[O:20])[CH2:10][C@:11]([CH2:16][OH:17])([CH3:15])[C:12]([OH:14])=[O:13])=[CH:4][CH:3]=1.[Cl:26][C:27]1[CH:28]=[C:29](B(O)O)[CH:30]=[CH:31][CH:32]=1.C(=O)([O-])[O-].[Na+].[Na+].O, predict the reaction product. The product is: [Cl:26][C:27]1[CH:32]=[C:31]([C:2]2[CH:7]=[CH:6][C:5]([CH2:8][C@@H:9]([NH:18][C:19]([C:21]3[N:22]=[N:23][NH:24][CH:25]=3)=[O:20])[CH2:10][C@:11]([CH2:16][OH:17])([CH3:15])[C:12]([OH:14])=[O:13])=[CH:4][CH:3]=2)[CH:30]=[CH:29][CH:28]=1.